From a dataset of Full USPTO retrosynthesis dataset with 1.9M reactions from patents (1976-2016). Predict the reactants needed to synthesize the given product. (1) Given the product [CH:28]1([C@:6]2([C:4]#[N:5])[CH2:10][CH2:9][N:8]([C:11]3[CH:16]=[CH:15][N:14]=[C:13]([NH:17][C:18]4[CH:26]=[CH:25][C:21]([C:22]([N:59]5[CH2:60][CH2:61][CH2:62][O:56][CH2:57][CH2:58]5)=[O:23])=[CH:20][N:19]=4)[CH:12]=3)[C:7]2=[O:27])[CH2:29][CH2:30]1, predict the reactants needed to synthesize it. The reactants are: Cl.Cl.Cl.[C:4]([C@@:6]1([CH:28]2[CH2:30][CH2:29]2)[CH2:10][CH2:9][N:8]([C:11]2[CH:16]=[CH:15][N:14]=[C:13]([NH:17][C:18]3[CH:26]=[CH:25][C:21]([C:22](O)=[O:23])=[CH:20][N:19]=3)[CH:12]=2)[C:7]1=[O:27])#[N:5].F[P-](F)(F)(F)(F)F.N1(OC(N(C)C)=[N+](C)C)C2N=CC=CC=2N=N1.Cl.[O:56]1[CH2:62][CH2:61][CH2:60][NH:59][CH2:58][CH2:57]1.C(=O)([O-])O.[Na+]. (2) The reactants are: [Li]CCCC.C[CH2:7][CH2:8][CH2:9][CH2:10][CH3:11].[C:12]([OH:17])(=[O:16])CC=C.[CH:18](I)(C)C. Given the product [CH:10]([CH:9]([CH:8]=[CH2:7])[C:12]([OH:17])=[O:16])([CH3:11])[CH3:18], predict the reactants needed to synthesize it. (3) Given the product [N:34]1[CH:39]=[CH:38][CH:37]=[CH:36][C:35]=1[C@H:40]([NH:43][C:28]([C:23]1[CH:24]=[N:25][C:26]2[C:21]([CH:22]=1)=[CH:20][CH:19]=[C:18]([NH:17][C:15]([C:10]1[C:9]([C:6]3[CH:5]=[CH:4][C:3]([C:2]([F:1])([F:31])[F:32])=[CH:8][CH:7]=3)=[CH:14][CH:13]=[CH:12][CH:11]=1)=[O:16])[CH:27]=2)=[O:30])[CH2:41][CH3:42], predict the reactants needed to synthesize it. The reactants are: [F:1][C:2]([F:32])([F:31])[C:3]1[CH:8]=[CH:7][C:6]([C:9]2[C:10]([C:15]([NH:17][C:18]3[CH:27]=[C:26]4[C:21]([CH:22]=[C:23]([C:28]([OH:30])=O)[CH:24]=[N:25]4)=[CH:20][CH:19]=3)=[O:16])=[CH:11][CH:12]=[CH:13][CH:14]=2)=[CH:5][CH:4]=1.Cl.[N:34]1[CH:39]=[CH:38][CH:37]=[CH:36][C:35]=1[C@H:40]([NH2:43])[CH2:41][CH3:42].Cl.CN(C)CCCN=C=NCC.ON1C2C=CC=CC=2N=N1.C(N(CC)CC)C. (4) Given the product [CH:36]1([N:32]2[CH2:33][CH2:34][C:14]3[N:13]([S:10]([N:9]([CH3:8])[CH3:35])(=[O:11])=[O:12])[C:21]4[CH:20]=[CH:19][C:18]([C:22]([N:24]5[CH2:29][CH2:28][CH:27]([CH3:30])[CH2:26][CH2:25]5)=[O:23])=[CH:17][C:16]=4[C:15]=3[CH2:31]2)[CH2:39][CH2:38][CH2:37]1, predict the reactants needed to synthesize it. The reactants are: OC(C(F)(F)F)=O.[CH3:8][N:9]([CH3:35])[S:10]([N:13]1[C:21]2[CH:20]=[CH:19][C:18]([C:22]([N:24]3[CH2:29][CH2:28][CH:27]([CH3:30])[CH2:26][CH2:25]3)=[O:23])=[CH:17][C:16]=2[C:15]2[CH2:31][NH:32][CH2:33][CH2:34][C:14]1=2)(=[O:12])=[O:11].[C:36]1(=O)[CH2:39][CH2:38][CH2:37]1. (5) Given the product [F:15][C:13]([F:14])([F:16])[S:10]([C:8]1[CH:9]=[C:4]([NH2:1])[C:5]([NH2:17])=[CH:6][CH:7]=1)(=[O:11])=[O:12], predict the reactants needed to synthesize it. The reactants are: [N+:1]([C:4]1[CH:9]=[C:8]([S:10]([C:13]([F:16])([F:15])[F:14])(=[O:12])=[O:11])[CH:7]=[CH:6][C:5]=1[NH2:17])([O-])=O. (6) Given the product [N:38]1[CH:39]=[CH:40][CH:41]=[CH:42][C:37]=1[CH2:36][O:1][C:2]1[CH:7]=[CH:6][N:5]([CH2:8][CH2:9][C:10]2[CH:26]=[CH:25][C:13]3[CH2:14][CH2:15][N:16]([C:19](=[O:24])[C:20]([F:21])([F:22])[F:23])[CH2:17][CH2:18][C:12]=3[CH:11]=2)[C:4](=[O:27])[CH:3]=1, predict the reactants needed to synthesize it. The reactants are: [OH:1][C:2]1[CH:7]=[CH:6][N:5]([CH2:8][CH2:9][C:10]2[CH:26]=[CH:25][C:13]3[CH2:14][CH2:15][N:16]([C:19](=[O:24])[C:20]([F:23])([F:22])[F:21])[CH2:17][CH2:18][C:12]=3[CH:11]=2)[C:4](=[O:27])[CH:3]=1.C(=O)([O-])[O-].[K+].[K+].Br.Br[CH2:36][C:37]1[CH:42]=[CH:41][CH:40]=[CH:39][N:38]=1. (7) Given the product [Cl:1][C:2]1[CH:3]=[N:4][C:5]([N:8]2[CH:25]=[C:19]([C:20]([O:22][CH2:23][CH3:24])=[O:21])[CH:17]=[N:9]2)=[N:6][CH:7]=1, predict the reactants needed to synthesize it. The reactants are: [Cl:1][C:2]1[CH:3]=[N:4][C:5]([NH:8][NH2:9])=[N:6][CH:7]=1.Cl.O1CCOCC1.[CH:17]([CH:19]([CH:25]=O)[C:20]([O:22][CH2:23][CH3:24])=[O:21])=O.